Dataset: Reaction yield outcomes from USPTO patents with 853,638 reactions. Task: Predict the reaction yield, written as a fraction of the theoretical maximum amount of product (1.0 means a 100% yield; for example, 0.34 means a 34% yield). (1) The reactants are [NH2:1][C:2]1[CH:3]=[CH:4][CH:5]=[C:6]2[C:10]=1[NH:9][CH:8]=[CH:7]2.C(Cl)Cl.[OH-].[Na+].Cl[C:17]([O:19][CH2:20][C:21]1[CH:26]=[CH:25][CH:24]=[CH:23][CH:22]=1)=[O:18]. The catalyst is CCCCCCC. The product is [CH2:20]([O:19][C:17](=[O:18])[NH:1][C:2]1[CH:3]=[CH:4][CH:5]=[C:6]2[C:10]=1[NH:9][CH:8]=[CH:7]2)[C:21]1[CH:26]=[CH:25][CH:24]=[CH:23][CH:22]=1. The yield is 0.967. (2) The reactants are [C:1]([OH:8])(=[O:7])/[CH:2]=[CH:3]\[C:4]([OH:6])=[O:5].[CH3:9][N:10]([CH2:12][C@@H:13]1[CH2:18][CH2:17][CH2:16][CH2:15][C@H:14]1[C:19]1[CH:20]=[C:21]([OH:25])[CH:22]=[CH:23][CH:24]=1)[CH3:11]. The catalyst is C(OCC)(=O)C. The product is [C:1]([OH:8])(=[O:7])/[CH:2]=[CH:3]\[C:4]([OH:6])=[O:5].[CH3:11][N:10]([CH2:12][C@@H:13]1[CH2:18][CH2:17][CH2:16][CH2:15][C@H:14]1[C:19]1[CH:20]=[C:21]([OH:25])[CH:22]=[CH:23][CH:24]=1)[CH3:9]. The yield is 0.983. (3) The reactants are C[O:2][C:3](=[O:17])[CH:4]([CH2:13][CH:14]([CH3:16])[CH3:15])[CH2:5][C:6]([O:8][C:9]([CH3:12])([CH3:11])[CH3:10])=[O:7].O[Li].O. The product is [C:9]([O:8][C:6](=[O:7])[CH2:5][CH:4]([CH2:13][CH:14]([CH3:15])[CH3:16])[C:3]([OH:17])=[O:2])([CH3:12])([CH3:11])[CH3:10]. The yield is 0.770. The catalyst is CC(O)C.O. (4) The reactants are [CH2:1]([CH2:3][NH2:4])[OH:2].C(N(CC)CC)C.Cl.[F:13][C:14]([F:48])([F:47])[C:15]1[CH:20]=[C:19]([C:21]2[CH:26]=[CH:25][C:24]([C:27]([F:30])([F:29])[F:28])=[CH:23][CH:22]=2)[N:18]=[C:17]([C:31]2[CH:36]=[CH:35][N:34]=[C:33]([C:37]3[CH:38]=[C:39]([S:43](Cl)(=[O:45])=[O:44])[CH:40]=[CH:41][CH:42]=3)[CH:32]=2)[N:16]=1. The catalyst is C1COCC1. The product is [OH:2][CH2:1][CH2:3][NH:4][S:43]([C:39]1[CH:40]=[CH:41][CH:42]=[C:37]([C:33]2[CH:32]=[C:31]([C:17]3[N:16]=[C:15]([C:14]([F:13])([F:47])[F:48])[CH:20]=[C:19]([C:21]4[CH:26]=[CH:25][C:24]([C:27]([F:30])([F:28])[F:29])=[CH:23][CH:22]=4)[N:18]=3)[CH:36]=[CH:35][N:34]=2)[CH:38]=1)(=[O:44])=[O:45]. The yield is 0.760. (5) The product is [NH2:23][C:22]1[N:18]([C:14]2[CH:13]=[C:12]([CH:17]=[CH:16][CH:15]=2)[O:11][C@H:10]([CH3:28])[CH2:9][OH:8])[N:19]=[C:20]([C:24]([CH3:25])([CH3:27])[CH3:26])[CH:21]=1. The catalyst is C(O)C.[Pd]. The reactants are C([O:8][CH2:9][C@@H:10]([CH3:28])[O:11][C:12]1[CH:13]=[C:14]([N:18]2[C:22]([NH2:23])=[CH:21][C:20]([C:24]([CH3:27])([CH3:26])[CH3:25])=[N:19]2)[CH:15]=[CH:16][CH:17]=1)C1C=CC=CC=1.O.C([O-])=O.[NH4+]. The yield is 0.790.